From a dataset of Full USPTO retrosynthesis dataset with 1.9M reactions from patents (1976-2016). Predict the reactants needed to synthesize the given product. (1) The reactants are: [Cl:1][C:2]1[CH:3]=[C:4]([NH:9][C:10]([N:12]2[CH2:17][CH2:16][N:15]([CH2:18][CH2:19][C:20](O)=[O:21])[C:14](=[O:23])[C@@H:13]2[CH3:24])=[O:11])[CH:5]=[CH:6][C:7]=1[Cl:8].Cl.[F:26][C:27]([F:35])([F:34])[CH:28]1[CH2:33][CH2:32][NH:31][CH2:30][CH2:29]1. Given the product [Cl:1][C:2]1[CH:3]=[C:4]([NH:9][C:10]([N:12]2[CH2:17][CH2:16][N:15]([CH2:18][CH2:19][C:20](=[O:21])[N:31]3[CH2:32][CH2:33][CH:28]([C:27]([F:35])([F:34])[F:26])[CH2:29][CH2:30]3)[C:14](=[O:23])[C@@H:13]2[CH3:24])=[O:11])[CH:5]=[CH:6][C:7]=1[Cl:8], predict the reactants needed to synthesize it. (2) Given the product [C:32]([C:31]1[O:30][N:29]=[C:28]([NH:36][C:13]([CH:14]2[C:15]3[C:16](=[CH:20][CH:21]=[CH:22][CH:23]=3)[C:17](=[O:19])[N:12]([CH2:11][CH2:10][O:9][CH3:8])[CH:6]2[C:2]2[S:1][CH:5]=[CH:4][CH:3]=2)=[O:24])[CH:27]=1)([CH3:35])([CH3:34])[CH3:33], predict the reactants needed to synthesize it. The reactants are: [S:1]1[CH:5]=[CH:4][CH:3]=[C:2]1[CH:6]=O.[CH3:8][O:9][CH2:10][CH2:11][NH2:12].[C:13]1(=[O:24])[O:19][C:17](=O)[C:16]2=[CH:20][CH:21]=[CH:22][CH:23]=[C:15]2[CH2:14]1.C([C:27]1[C:28]([NH2:36])=[N:29][O:30][C:31]=1[C:32]([CH3:35])([CH3:34])[CH3:33])C. (3) The reactants are: [Br:1][C:2]1[CH:3]=[C:4]([CH2:14][N:15]2C(=O)C3C(=CC=CC=3)C2=O)[CH:5]=[N:6][C:7]=1[O:8][CH2:9][C:10]([F:13])([F:12])[F:11].[ClH:26]. Given the product [ClH:26].[Br:1][C:2]1[CH:3]=[C:4]([CH2:14][NH2:15])[CH:5]=[N:6][C:7]=1[O:8][CH2:9][C:10]([F:11])([F:12])[F:13], predict the reactants needed to synthesize it.